Dataset: Forward reaction prediction with 1.9M reactions from USPTO patents (1976-2016). Task: Predict the product of the given reaction. Given the reactants [H-].[Na+].[CH3:3][C:4]1[C:12]2[C:7](=[N:8][CH:9]=[N:10][C:11]=2[NH2:13])[NH:6][N:5]=1.[Br:14][C:15]1[C:22]([O:23][CH2:24][CH3:25])=[C:21]([CH:26](Cl)[CH3:27])[CH:20]=[C:19]([Cl:29])[C:16]=1[C:17]#[N:18], predict the reaction product. The product is: [NH2:13][C:11]1[N:10]=[CH:9][N:8]=[C:7]2[N:6]([CH:26]([C:21]3[CH:20]=[C:19]([Cl:29])[C:16]([C:17]#[N:18])=[C:15]([Br:14])[C:22]=3[O:23][CH2:24][CH3:25])[CH3:27])[N:5]=[C:4]([CH3:3])[C:12]=12.